Dataset: Catalyst prediction with 721,799 reactions and 888 catalyst types from USPTO. Task: Predict which catalyst facilitates the given reaction. Reactant: [F:1][C:2]1[CH:7]=[C:6]([O:8]C)[CH:5]=[CH:4][C:3]=1[C:10]1[S:14][C:13]([C:15]2[CH:23]=[CH:22][C:18]([C:19]([OH:21])=[O:20])=[CH:17][CH:16]=2)=[CH:12][CH:11]=1.B(Br)(Br)Br. Product: [F:1][C:2]1[CH:7]=[C:6]([OH:8])[CH:5]=[CH:4][C:3]=1[C:10]1[S:14][C:13]([C:15]2[CH:23]=[CH:22][C:18]([C:19]([OH:21])=[O:20])=[CH:17][CH:16]=2)=[CH:12][CH:11]=1. The catalyst class is: 2.